Dataset: Full USPTO retrosynthesis dataset with 1.9M reactions from patents (1976-2016). Task: Predict the reactants needed to synthesize the given product. (1) Given the product [CH3:21][C:20](=[CH2:22])[C:19]([O:24][C:16]1[CH:17]=[C:12]([C:9]2[CH:8]=[CH:7][CH:6]=[C:11]([O:45][C:43](=[O:44])[C:39]([CH3:38])=[CH2:34])[CH:10]=2)[CH:13]=[CH:14][CH:15]=1)=[O:23], predict the reactants needed to synthesize it. The reactants are: OCCCO[C:6]1[CH:11]=[CH:10][C:9]([C:12]2[CH:17]=[CH:16][C:15](O)=[CH:14][CH:13]=2)=[CH:8][CH:7]=1.[C:19]([OH:24])(=[O:23])[C:20]([CH3:22])=[CH2:21].C1(N=C=N[CH:34]2[CH2:39][CH2:38]CCC2)CCCCC1.O.O.C(O)(=O)[C:43]([OH:45])=[O:44]. (2) Given the product [F:24][C:25]1[CH:26]=[C:27]([NH:28][C:4]([C:6]2[NH:7][C:8]3[C:13]([CH:14]=2)=[CH:12][C:11]([CH:15]([OH:23])[CH2:16][N:17]2[CH2:18][CH2:19][CH2:20][CH2:21][CH2:22]2)=[CH:10][CH:9]=3)=[O:5])[CH:29]=[CH:30][C:31]=1[F:32], predict the reactants needed to synthesize it. The reactants are: C(O[C:4]([C:6]1[NH:7][C:8]2[C:13]([CH:14]=1)=[CH:12][C:11]([CH:15]([OH:23])[CH2:16][N:17]1[CH2:22][CH2:21][CH2:20][CH2:19][CH2:18]1)=[CH:10][CH:9]=2)=[O:5])C.[F:24][C:25]1[CH:26]=[C:27]([CH:29]=[CH:30][C:31]=1[F:32])[NH2:28]. (3) Given the product [F:1][C:2]1[CH:29]=[CH:28][C:5]([CH2:6][NH:7][C:8]([C:10]2([CH2:23][CH2:24][CH2:25][CH2:26][N:33]3[CH2:34][CH2:35][N:30]([C:36]4[CH:45]=[N:44][C:43]5[C:38](=[CH:39][CH:40]=[CH:41][CH:42]=5)[N:37]=4)[CH2:31][CH2:32]3)[C:22]3[CH:21]=[CH:20][CH:19]=[CH:18][C:17]=3[C:16]3[C:11]2=[CH:12][CH:13]=[CH:14][CH:15]=3)=[O:9])=[CH:4][CH:3]=1, predict the reactants needed to synthesize it. The reactants are: [F:1][C:2]1[CH:29]=[CH:28][C:5]([CH2:6][NH:7][C:8]([C:10]2([CH2:23][CH2:24][CH2:25][CH2:26]Br)[C:22]3[CH:21]=[CH:20][CH:19]=[CH:18][C:17]=3[C:16]3[C:11]2=[CH:12][CH:13]=[CH:14][CH:15]=3)=[O:9])=[CH:4][CH:3]=1.[N:30]1([C:36]2[CH:45]=[N:44][C:43]3[C:38](=[CH:39][CH:40]=[CH:41][CH:42]=3)[N:37]=2)[CH2:35][CH2:34][NH:33][CH2:32][CH2:31]1. (4) Given the product [NH2:32][CH2:33][CH2:34][NH:35][S:36]([C:39]1[S:40][C:41]([Cl:47])=[C:42]([NH:44][C:12]([C:11]2[CH:10]=[N:9][N:8]3[C:3]([CH:2]([F:25])[F:1])=[CH:4][C:5]([C:15]4[CH:16]=[CH:17][C:18]([C:21]([F:24])([F:23])[F:22])=[CH:19][CH:20]=4)=[N:6][C:7]=23)=[O:13])[CH:43]=1)(=[O:37])=[O:38], predict the reactants needed to synthesize it. The reactants are: [F:1][CH:2]([F:25])[C:3]1[N:8]2[N:9]=[CH:10][C:11]([C:12](O)=[O:13])=[C:7]2[N:6]=[C:5]([C:15]2[CH:20]=[CH:19][C:18]([C:21]([F:24])([F:23])[F:22])=[CH:17][CH:16]=2)[CH:4]=1.C(OC(=O)[NH:32][CH2:33][CH2:34][NH:35][S:36]([C:39]1[S:40][C:41]([Cl:47])=[C:42]([N+:44]([O-])=O)[CH:43]=1)(=[O:38])=[O:37])(C)(C)C. (5) Given the product [CH2:17]([O:19][C:20]([C:22]1[CH:23]=[N:24][N:25]([CH3:30])[C:26]=1[C:27](=[O:28])[NH:15][C:13]1[CH:12]=[CH:11][C:10]2[N:9]([N:8]=[C:7]([C:1]3[CH:2]=[CH:3][CH:4]=[CH:5][CH:6]=3)[N:16]=2)[CH:14]=1)=[O:21])[CH3:18], predict the reactants needed to synthesize it. The reactants are: [C:1]1([C:7]2[N:16]=[C:10]3[CH:11]=[CH:12][C:13]([NH2:15])=[CH:14][N:9]3[N:8]=2)[CH:6]=[CH:5][CH:4]=[CH:3][CH:2]=1.[CH2:17]([O:19][C:20]([C:22]1[CH:23]=[N:24][N:25]([CH3:30])[C:26]=1[C:27](O)=[O:28])=[O:21])[CH3:18].CCCP(=O)=O.C(OCC)(=O)C.C(N(C(C)C)CC)(C)C. (6) Given the product [F:23][C:24]1[CH:29]=[C:28]([N:19]=[N:16][C:15]2[CH:14]=[CH:13][C:12]([O:11][CH2:10][CH2:9][O:8][CH2:7][CH2:6][O:5][CH2:4][CH2:3][O:2][CH3:1])=[CH:18][CH:17]=2)[CH:27]=[C:26]([F:30])[C:25]=1[OH:31], predict the reactants needed to synthesize it. The reactants are: [CH3:1][O:2][CH2:3][CH2:4][O:5][CH2:6][CH2:7][O:8][CH2:9][CH2:10][O:11][C:12]1[CH:18]=[CH:17][C:15]([NH2:16])=[CH:14][CH:13]=1.[N:19]([O-])=O.[Na+].[F:23][C:24]1[CH:29]=[CH:28][CH:27]=[C:26]([F:30])[C:25]=1[OH:31].